From a dataset of Reaction yield outcomes from USPTO patents with 853,638 reactions. Predict the reaction yield, written as a fraction of the theoretical maximum amount of product (1.0 means a 100% yield; for example, 0.34 means a 34% yield). The reactants are [F:1][C:2]1[C:11]([C:12](=[CH2:17])[C:13]([O:15][CH3:16])=[O:14])=[C:10]2[C:5]([CH:6]=[CH:7][C:8]([O:18][CH3:19])=[N:9]2)=[CH:4][CH:3]=1.Cl.[F:21][C:22]([F:33])([F:32])[C:23]([NH:25][CH2:26][C@H:27]1[CH2:31][CH2:30][NH:29][CH2:28]1)=[O:24].C(N(CC)CC)C. The catalyst is CN(C=O)C. The product is [F:1][C:2]1[C:11]([CH:12]([CH2:17][N:29]2[CH2:30][CH2:31][C@H:27]([CH2:26][NH:25][C:23](=[O:24])[C:22]([F:32])([F:33])[F:21])[CH2:28]2)[C:13]([O:15][CH3:16])=[O:14])=[C:10]2[C:5]([CH:6]=[CH:7][C:8]([O:18][CH3:19])=[N:9]2)=[CH:4][CH:3]=1. The yield is 1.00.